This data is from Full USPTO retrosynthesis dataset with 1.9M reactions from patents (1976-2016). The task is: Predict the reactants needed to synthesize the given product. Given the product [Br:1][C:2]1[C:3]([CH:13]([F:15])[F:14])=[CH:4][C:5]([F:12])=[C:6]([CH2:7][OH:8])[CH:11]=1, predict the reactants needed to synthesize it. The reactants are: [Br:1][C:2]1[C:3]([CH:13]([F:15])[F:14])=[CH:4][C:5]([F:12])=[C:6]([CH:11]=1)[C:7](OC)=[O:8].[BH4-].[Na+].CO.